Dataset: Catalyst prediction with 721,799 reactions and 888 catalyst types from USPTO. Task: Predict which catalyst facilitates the given reaction. (1) Reactant: [CH:1]1([C:4]2[N:9]=[CH:8][C:7]([C:10]3[N:15]=[CH:14][N:13]=[C:12]([CH2:16][N:17]4C(=O)C5C(=CC=CC=5)C4=O)[CH:11]=3)=[CH:6][CH:5]=2)[CH2:3][CH2:2]1.O.NN. Product: [CH:1]1([C:4]2[N:9]=[CH:8][C:7]([C:10]3[N:15]=[CH:14][N:13]=[C:12]([CH2:16][NH2:17])[CH:11]=3)=[CH:6][CH:5]=2)[CH2:3][CH2:2]1. The catalyst class is: 5. (2) Reactant: [CH:1]1([C@@H:7]([NH:11][C:12](=[O:48])[CH2:13][NH:14][C:15](=[O:47])[CH2:16][O:17][C:18]2[CH:23]=[CH:22][C:21]([C@@H:24]3[C@@H:27]([S:28][CH2:29][C:30]([C:32]4[CH:37]=[CH:36][C:35]([F:38])=[CH:34][CH:33]=4)=[O:31])[C:26](=[O:39])[N:25]3[C:40]3[CH:45]=[CH:44][C:43]([F:46])=[CH:42][CH:41]=3)=[CH:20][CH:19]=2)[C:8]([OH:10])=[O:9])[CH2:6][CH2:5][CH2:4][CH2:3][CH2:2]1.[BH4-].[Na+]. Product: [CH:1]1([C@@H:7]([NH:11][C:12](=[O:48])[CH2:13][NH:14][C:15](=[O:47])[CH2:16][O:17][C:18]2[CH:19]=[CH:20][C:21]([C@@H:24]3[C@@H:27]([S:28][CH2:29][CH:30]([C:32]4[CH:33]=[CH:34][C:35]([F:38])=[CH:36][CH:37]=4)[OH:31])[C:26](=[O:39])[N:25]3[C:40]3[CH:41]=[CH:42][C:43]([F:46])=[CH:44][CH:45]=3)=[CH:22][CH:23]=2)[C:8]([OH:10])=[O:9])[CH2:6][CH2:5][CH2:4][CH2:3][CH2:2]1. The catalyst class is: 130. (3) Reactant: [CH2:1]([O:8][C:9]1[CH:24]=[C:23]([OH:25])[C:12]([C:13](=O)[CH:14]=[CH:15][CH:16]2[CH:21]=[CH:20][CH:19]=[CH:18][CH2:17]2)=[C:11]([O:26][CH2:27]C(OC)=O)[CH:10]=1)[C:2]1[CH:7]=[CH:6][CH:5]=[CH:4][CH:3]=1.C[O-].[Na+].Cl. Product: [CH2:1]([O:8][C:9]1[CH:24]=[C:23]([OH:25])[C:12]2[C:13]([CH2:14][CH2:15][C:16]3[CH:21]=[CH:20][CH:19]=[CH:18][CH:17]=3)=[CH:27][O:26][C:11]=2[CH:10]=1)[C:2]1[CH:3]=[CH:4][CH:5]=[CH:6][CH:7]=1. The catalyst class is: 5. (4) Reactant: [H-].[K+].[C:3]([O:7][C:8]([N:10]1[CH2:15][CH2:14][C@:13]([OH:30])([C:16]2[CH:21]=[CH:20][C:19]([CH2:22][O:23][CH2:24][C@@H:25]([CH3:29])[CH2:26][O:27][CH3:28])=[CH:18][CH:17]=2)[C@@H:12]([O:31][CH2:32][C:33]2[CH:34]=[CH:35][C:36]3[O:41][CH2:40][CH2:39][N:38]([CH2:42][CH2:43][CH2:44][O:45][CH3:46])[C:37]=3[CH:47]=2)[CH2:11]1)=[O:9])([CH3:6])([CH3:5])[CH3:4].Br[CH2:49][C:50]([O:52][CH2:53][CH3:54])=[O:51]. Product: [C:3]([O:7][C:8]([N:10]1[CH2:15][CH2:14][C@:13]([O:30][CH2:49][C:50]([O:52][CH2:53][CH3:54])=[O:51])([C:16]2[CH:17]=[CH:18][C:19]([CH2:22][O:23][CH2:24][C@@H:25]([CH3:29])[CH2:26][O:27][CH3:28])=[CH:20][CH:21]=2)[C@@H:12]([O:31][CH2:32][C:33]2[CH:34]=[CH:35][C:36]3[O:41][CH2:40][CH2:39][N:38]([CH2:42][CH2:43][CH2:44][O:45][CH3:46])[C:37]=3[CH:47]=2)[CH2:11]1)=[O:9])([CH3:6])([CH3:4])[CH3:5]. The catalyst class is: 680. (5) Reactant: [H-].[Na+].[CH2:3]([OH:10])[C:4]1[CH:9]=[CH:8][CH:7]=[CH:6][CH:5]=1.[Cl:11][C:12]1[CH:28]=[C:27]([Cl:29])[CH:26]=[CH:25][C:13]=1[CH2:14][NH:15][C:16](=[O:24])[C:17]1[CH:22]=[CH:21][N:20]=[C:19](F)[CH:18]=1. Product: [CH2:3]([O:10][C:19]1[CH:18]=[C:17]([CH:22]=[CH:21][N:20]=1)[C:16]([NH:15][CH2:14][C:13]1[CH:25]=[CH:26][C:27]([Cl:29])=[CH:28][C:12]=1[Cl:11])=[O:24])[C:4]1[CH:9]=[CH:8][CH:7]=[CH:6][CH:5]=1. The catalyst class is: 80.